Dataset: HIV replication inhibition screening data with 41,000+ compounds from the AIDS Antiviral Screen. Task: Binary Classification. Given a drug SMILES string, predict its activity (active/inactive) in a high-throughput screening assay against a specified biological target. (1) The compound is Cc1cc(C)c2c(c1)CN1CN2Cc2cc(C)cc(C)c21. The result is 0 (inactive). (2) The compound is CCN(CC)CC(=O)Nc1ccc(Cc2ccc(NC(=O)CN(CC)CC)cc2)cc1. The result is 0 (inactive). (3) The compound is CSc1nnc2n1-c1ccccc1SCC2. The result is 0 (inactive). (4) The molecule is CC1(CF)SCc2nc3ccccc3n21. The result is 0 (inactive). (5) The molecule is O=C(CCCN1CCC2(CC1)CC(=O)N(N1CCCCCC1)C2=O)c1ccccc1. The result is 0 (inactive). (6) The molecule is Cn1c2ccccc2[n+]2c(N)scc12. The result is 0 (inactive). (7) The drug is Nc1ccccc1SC(C=CNNC1=NC(c2ccccc2)C(c2ccccc2)=NN1)c1ccccc1. The result is 0 (inactive).